From a dataset of Forward reaction prediction with 1.9M reactions from USPTO patents (1976-2016). Predict the product of the given reaction. Given the reactants [F:1][C:2]1[CH:29]=[C:28]([F:30])[CH:27]=[CH:26][C:3]=1[CH2:4][NH:5][C:6]([C:8]1([CH2:21][CH2:22][CH2:23][CH2:24]Br)[C:20]2[CH:19]=[CH:18][CH:17]=[CH:16][C:15]=2[C:14]2[C:9]1=[CH:10][CH:11]=[CH:12][CH:13]=2)=[O:7].[N:31]1([C:37]2[CH:46]=[CH:45][C:44]3[C:39](=[CH:40][CH:41]=[CH:42][CH:43]=3)[N:38]=2)[CH2:36][CH2:35][NH:34][CH2:33][CH2:32]1, predict the reaction product. The product is: [F:1][C:2]1[CH:29]=[C:28]([F:30])[CH:27]=[CH:26][C:3]=1[CH2:4][NH:5][C:6]([C:8]1([CH2:21][CH2:22][CH2:23][CH2:24][N:34]2[CH2:35][CH2:36][N:31]([C:37]3[CH:46]=[CH:45][C:44]4[C:39](=[CH:40][CH:41]=[CH:42][CH:43]=4)[N:38]=3)[CH2:32][CH2:33]2)[C:20]2[CH:19]=[CH:18][CH:17]=[CH:16][C:15]=2[C:14]2[C:9]1=[CH:10][CH:11]=[CH:12][CH:13]=2)=[O:7].